Dataset: Reaction yield outcomes from USPTO patents with 853,638 reactions. Task: Predict the reaction yield, written as a fraction of the theoretical maximum amount of product (1.0 means a 100% yield; for example, 0.34 means a 34% yield). (1) The reactants are FC(F)(F)S(O[C:7]1[CH:12]=[CH:11][C:10]([N:13]2[C:18]3=[N:19][C:20]4[C:25]([Cl:26])=[CH:24][CH:23]=[C:22]([CH:27]([O:32][CH:33]([F:35])[F:34])[C:28]([F:31])([F:30])[F:29])[C:21]=4[N:17]3[CH2:16][CH2:15][CH2:14]2)=[C:9]([CH3:36])[N:8]=1)(=O)=O.[NH:39]1[CH2:44][CH2:43][O:42][CH2:41][CH2:40]1. The catalyst is CN(C)C=O.O. The product is [Cl:26][C:25]1[C:20]2[N:19]=[C:18]3[N:13]([C:10]4[C:9]([CH3:36])=[N:8][C:7]([N:39]5[CH2:44][CH2:43][O:42][CH2:41][CH2:40]5)=[CH:12][CH:11]=4)[CH2:14][CH2:15][CH2:16][N:17]3[C:21]=2[C:22]([CH:27]([O:32][CH:33]([F:35])[F:34])[C:28]([F:29])([F:30])[F:31])=[CH:23][CH:24]=1. The yield is 0.830. (2) The reactants are [Cl:1][C:2]1[CH:10]=[C:9]2[C:5]([C:6]([C:11]([O:13][CH3:14])=[O:12])=[CH:7][NH:8]2)=[CH:4][C:3]=1B1OCC(C)(C)CO1.Br[C:24]1[CH:39]=[CH:38][C:27]([O:28][CH2:29][CH2:30][CH2:31][N:32]2[CH2:37][CH2:36][NH:35][CH2:34][CH2:33]2)=[CH:26][CH:25]=1.C(=O)([O-])[O-].[K+].[K+].C(OCC)(=O)C. The catalyst is C1(C)C=CC=CC=1.C(O)C.C1C=CC(P(C2C=CC=CC=2)[C-]2C=CC=C2)=CC=1.C1C=CC(P(C2C=CC=CC=2)[C-]2C=CC=C2)=CC=1.Cl[Pd]Cl.[Fe+2]. The product is [Cl:1][C:2]1[CH:10]=[C:9]2[C:5]([C:6]([C:11]([O:13][CH3:14])=[O:12])=[CH:7][NH:8]2)=[CH:4][C:3]=1[C:24]1[CH:39]=[CH:38][C:27]([O:28][CH2:29][CH2:30][CH2:31][N:32]2[CH2:33][CH2:34][NH:35][CH2:36][CH2:37]2)=[CH:26][CH:25]=1. The yield is 0.700. (3) The reactants are Br[CH2:2][CH2:3][N:4]1[C:8]([CH2:9]Br)=[CH:7][C:6]([N+:11]([O-:13])=[O:12])=[N:5]1.[CH:14]1([NH2:17])[CH2:16][CH2:15]1. The catalyst is C1COCC1. The product is [CH:14]1([N:17]2[CH2:2][CH2:3][N:4]3[N:5]=[C:6]([N+:11]([O-:13])=[O:12])[CH:7]=[C:8]3[CH2:9]2)[CH2:16][CH2:15]1. The yield is 0.990. (4) The reactants are CS(O[CH2:6][C:7]12[CH2:15][CH:11]3[CH2:12][CH:13]([CH2:14]1)[C:9]([C:16]1([CH3:21])[O:20][CH2:19][CH2:18][O:17]1)([CH2:10]3)[CH2:8]2)(=O)=O.C([O-])([O-])=O.[K+].[K+].[NH:28]1[CH:32]=[N:31][CH:30]=[N:29]1. The catalyst is CN(C=O)C.O. The product is [CH3:21][C:16]1([C:9]23[CH2:10][CH:11]4[CH2:15][C:7]([CH2:6][N:28]5[CH:32]=[N:31][CH:30]=[N:29]5)([CH2:14][CH:13]2[CH2:12]4)[CH2:8]3)[O:17][CH2:18][CH2:19][O:20]1. The yield is 0.850. (5) The reactants are [CH:1]1([CH2:4][CH:5]([C:9]2[CH:14]=[CH:13][C:12]([NH:15][CH:16]([CH3:18])[CH3:17])=[CH:11][N:10]=2)[C:6]([OH:8])=O)[CH2:3][CH2:2]1.C1CN([P+](ON2N=NC3C=CC=CC2=3)(N2CCCC2)N2CCCC2)CC1.F[P-](F)(F)(F)(F)F.[CH3:52][C:53]1[CH:58]=[C:57]([C:59]2[CH:64]=[CH:63][C:62]([NH2:65])=[CH:61][CH:60]=2)[CH:56]=[CH:55][N:54]=1.C(N(CC)CC)C. The catalyst is C([O-])([O-])=O.[Na+].[Na+].CN(C=O)C. The product is [CH:1]1([CH2:4][CH:5]([C:9]2[CH:14]=[CH:13][C:12]([NH:15][CH:16]([CH3:18])[CH3:17])=[CH:11][N:10]=2)[C:6]([NH:65][C:62]2[CH:61]=[CH:60][C:59]([C:57]3[CH:56]=[CH:55][N:54]=[C:53]([CH3:52])[CH:58]=3)=[CH:64][CH:63]=2)=[O:8])[CH2:2][CH2:3]1. The yield is 0.190. (6) No catalyst specified. The yield is 0.760. The reactants are [NH2:1][C:2]1[CH:7]=[C:6]([Cl:8])[CH:5]=[CH:4][C:3]=1[NH:9][C:10]1[CH:18]=[CH:17][CH:16]=[CH:15][C:11]=1[C:12](O)=[O:13].C1(OC2C=CC=CC=2)C=CC=CC=1. The product is [Cl:8][C:6]1[CH:5]=[CH:4][C:3]2[NH:9][C:10]3[CH:18]=[CH:17][CH:16]=[CH:15][C:11]=3[C:12](=[O:13])[NH:1][C:2]=2[CH:7]=1. (7) The reactants are [Cl:1][C:2]1[C:11]([CH:12]=O)=[CH:10][C:9]2[C:4](=[CH:5][CH:6]=[C:7]([O:14][CH3:15])[CH:8]=2)[N:3]=1.[S:16]1[CH:20]=[CH:19][C:18]([CH2:21][C:22]#[N:23])=[CH:17]1. No catalyst specified. The product is [Cl:1][C:2]1[C:11](/[CH:12]=[C:21](/[C:18]2[CH:19]=[CH:20][S:16][CH:17]=2)\[C:22]#[N:23])=[CH:10][C:9]2[C:4](=[CH:5][CH:6]=[C:7]([O:14][CH3:15])[CH:8]=2)[N:3]=1. The yield is 0.830.